This data is from NCI-60 drug combinations with 297,098 pairs across 59 cell lines. The task is: Regression. Given two drug SMILES strings and cell line genomic features, predict the synergy score measuring deviation from expected non-interaction effect. (1) Synergy scores: CSS=62.4, Synergy_ZIP=7.99, Synergy_Bliss=2.80, Synergy_Loewe=-36.2, Synergy_HSA=2.77. Cell line: SK-MEL-2. Drug 1: C1=CC(=CC=C1CCCC(=O)O)N(CCCl)CCCl. Drug 2: CC1C(C(CC(O1)OC2CC(CC3=C2C(=C4C(=C3O)C(=O)C5=C(C4=O)C(=CC=C5)OC)O)(C(=O)CO)O)N)O.Cl. (2) Drug 1: CC1C(C(CC(O1)OC2CC(CC3=C2C(=C4C(=C3O)C(=O)C5=C(C4=O)C(=CC=C5)OC)O)(C(=O)CO)O)N)O.Cl. Drug 2: CN(CC1=CN=C2C(=N1)C(=NC(=N2)N)N)C3=CC=C(C=C3)C(=O)NC(CCC(=O)O)C(=O)O. Cell line: SNB-19. Synergy scores: CSS=35.9, Synergy_ZIP=2.72, Synergy_Bliss=5.61, Synergy_Loewe=-8.08, Synergy_HSA=4.81. (3) Drug 1: CC(CN1CC(=O)NC(=O)C1)N2CC(=O)NC(=O)C2. Drug 2: C1=C(C(=O)NC(=O)N1)F. Cell line: SN12C. Synergy scores: CSS=56.2, Synergy_ZIP=8.80, Synergy_Bliss=8.92, Synergy_Loewe=12.9, Synergy_HSA=14.6.